From a dataset of NCI-60 drug combinations with 297,098 pairs across 59 cell lines. Regression. Given two drug SMILES strings and cell line genomic features, predict the synergy score measuring deviation from expected non-interaction effect. (1) Cell line: MOLT-4. Drug 1: CCN(CC)CCNC(=O)C1=C(NC(=C1C)C=C2C3=C(C=CC(=C3)F)NC2=O)C. Drug 2: C1=CN(C=N1)CC(O)(P(=O)(O)O)P(=O)(O)O. Synergy scores: CSS=1.84, Synergy_ZIP=3.16, Synergy_Bliss=4.62, Synergy_Loewe=-2.21, Synergy_HSA=-1.11. (2) Drug 1: C(=O)(N)NO. Drug 2: COC1=C2C(=CC3=C1OC=C3)C=CC(=O)O2. Cell line: MOLT-4. Synergy scores: CSS=2.19, Synergy_ZIP=-2.72, Synergy_Bliss=-6.08, Synergy_Loewe=-4.31, Synergy_HSA=-7.08. (3) Drug 1: CC(C)(C#N)C1=CC(=CC(=C1)CN2C=NC=N2)C(C)(C)C#N. Cell line: A498. Synergy scores: CSS=-4.92, Synergy_ZIP=1.12, Synergy_Bliss=-1.58, Synergy_Loewe=-4.45, Synergy_HSA=-4.04. Drug 2: COC1=NC(=NC2=C1N=CN2C3C(C(C(O3)CO)O)O)N. (4) Drug 1: CNC(=O)C1=CC=CC=C1SC2=CC3=C(C=C2)C(=NN3)C=CC4=CC=CC=N4. Drug 2: C1CCC(CC1)NC(=O)N(CCCl)N=O. Cell line: MDA-MB-231. Synergy scores: CSS=15.0, Synergy_ZIP=0.738, Synergy_Bliss=3.15, Synergy_Loewe=-0.878, Synergy_HSA=-0.0682. (5) Drug 1: C1=NC2=C(N1)C(=S)N=C(N2)N. Drug 2: CC1CCC2CC(C(=CC=CC=CC(CC(C(=O)C(C(C(=CC(C(=O)CC(OC(=O)C3CCCCN3C(=O)C(=O)C1(O2)O)C(C)CC4CCC(C(C4)OC)O)C)C)O)OC)C)C)C)OC. Cell line: SK-OV-3. Synergy scores: CSS=39.3, Synergy_ZIP=-11.9, Synergy_Bliss=-10.9, Synergy_Loewe=-5.07, Synergy_HSA=-3.92. (6) Drug 1: C1C(C(OC1N2C=C(C(=O)NC2=O)F)CO)O. Drug 2: CC1=C(C=C(C=C1)C(=O)NC2=CC(=CC(=C2)C(F)(F)F)N3C=C(N=C3)C)NC4=NC=CC(=N4)C5=CN=CC=C5. Cell line: K-562. Synergy scores: CSS=60.5, Synergy_ZIP=-2.02, Synergy_Bliss=-2.49, Synergy_Loewe=-2.53, Synergy_HSA=-0.147. (7) Drug 1: CC1=C2C(C(=O)C3(C(CC4C(C3C(C(C2(C)C)(CC1OC(=O)C(C(C5=CC=CC=C5)NC(=O)OC(C)(C)C)O)O)OC(=O)C6=CC=CC=C6)(CO4)OC(=O)C)O)C)O. Drug 2: CC1=C(N=C(N=C1N)C(CC(=O)N)NCC(C(=O)N)N)C(=O)NC(C(C2=CN=CN2)OC3C(C(C(C(O3)CO)O)O)OC4C(C(C(C(O4)CO)O)OC(=O)N)O)C(=O)NC(C)C(C(C)C(=O)NC(C(C)O)C(=O)NCCC5=NC(=CS5)C6=NC(=CS6)C(=O)NCCC[S+](C)C)O. Cell line: MDA-MB-435. Synergy scores: CSS=45.5, Synergy_ZIP=9.17, Synergy_Bliss=9.92, Synergy_Loewe=0.0750, Synergy_HSA=12.1.